Dataset: Experimentally validated miRNA-target interactions with 360,000+ pairs, plus equal number of negative samples. Task: Binary Classification. Given a miRNA mature sequence and a target amino acid sequence, predict their likelihood of interaction. (1) The miRNA is hsa-miR-545-5p with sequence UCAGUAAAUGUUUAUUAGAUGA. The protein sequence of the target gene is MELLCHEVDPVRRAVRDRNLLRDDRVLQNLLTIEERYLPQCSYFKCVQKDIQPYMRRMVATWMLEVCEEQKCEEEVFPLAMNYLDRFLAGVPTPKSHLQLLGAVCMFLASKLKETSPLTAEKLCIYTDNSIKPQELLEWELVVLGKLKWNLAAVTPHDFIEHILRKLPQQREKLSLIRKHAQTFIALCATDFKFAMYPPSMIATGSVGAAICGLQQDEEVSSLTCDALTELLAKITNTDVDCLKACQEQIEAVLLNSLQQYRQDQRDGSKSEDELDQASTPTDVRDIDL. Result: 1 (interaction). (2) The miRNA is hsa-miR-6733-5p with sequence UGGGAAAGACAAACUCAGAGUU. The protein sequence of the target gene is MARLLRSATWELFPWRGYCSQKAKGELCRDFVEALKAVVGGSHVSTAAVVREQHGRDESVHRCEPPDAVVWPQNVEQVSRLAALCYRQGVPIIPFGTGTGLEGGVCAVQGGVCVNLTHMDRILELNQEDFSVVVEPGVTRKALNAHLRDSGLWFPVDPGADASLCGMAATGASGTNAVRYGTMRDNVLNLEVVLPDGRLLHTAGRGRHFRFGFWPEIPHHTAWYSPCVSLGRRKSAAGYNLTGLFVGSEGTLGLITATTLRLHPAPEATVAATCAFPSVQAAVDSTVHILQAAVPVARIE.... Result: 1 (interaction). (3) The miRNA is hsa-miR-7-2-3p with sequence CAACAAAUCCCAGUCUACCUAA. The protein sequence of the target gene is MEKPRSIEETPSSEPMEEEEDDDLELFGGYDSFRSYNSSVGSESSSYLEESSEAENEDREAGELPTSPLHLLSPGTPRSLDGSGSEPAVCEMCGIVGTREAFFSKTKRFCSVSCSRSYSSNSKKASILARLQGKPPTKKAKVLHKAAWSAKIGAFLHSQGTGQLADGTPTGQDALVLGFDWGKFLKDHSYKAAPVSCFKHVPLYDQWEDVMKGMKVEVLNSDAVLPSRVYWIASVIQTAGYRVLLRYEGFENDASHDFWCNLGTVDVHPIGWCAINSKILVPPRTIHAKFTDWKGYLMKR.... Result: 0 (no interaction). (4) The miRNA is hsa-miR-192-5p with sequence CUGACCUAUGAAUUGACAGCC. The protein sequence of the target gene is MTASAQPRGRRPGVGVGVVVTSCKHPRCVLLGKRKGSVGAGSFQLPGGHLEFGETWEECAQRETWEEAALHLKNVHFASVVNSFIEKENYHYVTILMKGEVDVTHDSEPKNVEPEKNESWEWVPWEELPPLDQLFWGLRCLKEQGYDPFKEDLNHLVGYKGNHL. Result: 1 (interaction). (5) The miRNA is hsa-miR-554 with sequence GCUAGUCCUGACUCAGCCAGU. The protein sequence of the target gene is MTMTANKNSSITHGAGGTKAPRGTLSRSQSVSPPPVLSPPRSPIYPLSDSETSACRYPSHSSSRVLLKDRHPPAPSPQNPQDPSPDTSPPTCPFKTASFGYLDRSPSACKRDAQKESVQGAAQDVAGVAACLPLAQSTPFPGPAAGPRGVLLTRTGTRAHSLGIREKISAWEGRREASPRMSMCGEKREGSGSEWAASEGCPSLGCPSVVPSPCSSEKTFDFKGLRRMSRTFSECSYPETEEEGEALPVRDSFYRLEKRLGRSEPSAFLRGHGSRKESSAVLSRIQKIEQVLKEQPGRGL.... Result: 0 (no interaction). (6) The miRNA is cel-miR-82-3p with sequence UGAGAUCAUCGUGAAAGCCAGU. The protein sequence of the target gene is MGYCSGRCTLIFICGMQLVCVLERQIFDFLGYQWAPILANFVHIIIVILGLFGTIQYRPRYITGYAVWLVLWVTWNVFVICFYLEAGDLSKETDLILTFNISMHRSWWMENGPGCTVTSVTPAPDWAPEDHRYITVSGCLLEYQYIEVAHSSLQIVLALAGFIYACYVVKCITEEEDSFDFIGGFDSYGYQGPQKTSHLQLQPMYMSK. Result: 0 (no interaction). (7) The miRNA is hsa-miR-135b-3p with sequence AUGUAGGGCUAAAAGCCAUGGG. The protein sequence of the target gene is MLCGRWRRCRRPPEEPPVAAQVAAQVAAPVALPSPPTPSDGGTKRPGLRALKKMGLTEDEDVRAMLRGSRLRKIRSRTWHKERLYRLQEDGLSVWFQRRIPRAPSQHIFFVQHIEAVREGHQSEGLRRFGGAFAPARCLTIAFKGRRKNLDLAAPTAEEAQRWVRGLTKLRARLDAMSQRERLDHWIHSYLHRADSNQDSKMSFKEIKSLLRMVNVDMNDMYAYLLFKECDHSNNDRLEGAEIEEFLRRLLKRPELEEIFHQYSGEDRVLSAPELLEFLEDQGEEGATLARAQQLIQTYE.... Result: 0 (no interaction).